From a dataset of Full USPTO retrosynthesis dataset with 1.9M reactions from patents (1976-2016). Predict the reactants needed to synthesize the given product. (1) Given the product [F:1][C:2]1[CH:3]=[CH:4][C:5]([N:8]2[CH:13]=[CH:12][C:11]([I:14])=[C:10]([C:15]([OH:18])=[O:16])[C:9]2=[O:17])=[CH:6][CH:7]=1, predict the reactants needed to synthesize it. The reactants are: [F:1][C:2]1[CH:7]=[CH:6][C:5]([N:8]2[CH:13]=[CH:12][C:11]([I:14])=[C:10]([CH:15]=[O:16])[C:9]2=[O:17])=[CH:4][CH:3]=1.[OH:18]P([O-])(O)=O.[Na+].CC(=CC)C.Cl([O-])=O.[Na+].Cl. (2) Given the product [CH3:1][N:2]1[C:6]([C:7]([C:9]2[CH:14]=[CH:13][CH:12]=[CH:11][N:10]=2)=[O:8])=[CH:5][N:4]=[CH:3]1, predict the reactants needed to synthesize it. The reactants are: [CH3:1][N:2]1[C:6]([CH:7]([C:9]2[CH:14]=[CH:13][CH:12]=[CH:11][N:10]=2)[OH:8])=[CH:5][N:4]=[CH:3]1. (3) Given the product [C:1]([C:3]1[C:4]([N:17]2[CH2:18][CH:19]([C:21](=[O:23])[NH:36][S:33]([CH2:32][C:26]3[CH:27]=[C:28]([CH3:31])[CH:29]=[CH:30][C:25]=3[F:24])(=[O:35])=[O:34])[CH2:20]2)=[N:5][C:6]([CH:14]([F:16])[F:15])=[C:7]([CH:8]=1)[C:9]([O:11][CH2:12][CH3:13])=[O:10])#[N:2], predict the reactants needed to synthesize it. The reactants are: [C:1]([C:3]1[C:4]([N:17]2[CH2:20][CH:19]([C:21]([OH:23])=O)[CH2:18]2)=[N:5][C:6]([CH:14]([F:16])[F:15])=[C:7]([C:9]([O:11][CH2:12][CH3:13])=[O:10])[CH:8]=1)#[N:2].[F:24][C:25]1[CH:30]=[CH:29][C:28]([CH3:31])=[CH:27][C:26]=1[CH2:32][S:33]([NH2:36])(=[O:35])=[O:34]. (4) Given the product [CH2:1]([O:3][C:4](=[O:13])[CH2:5][CH:6]([CH:11]=[N:23][O:22][CH2:15][C:16]1[CH:21]=[CH:20][CH:19]=[CH:18][CH:17]=1)[CH2:7][CH2:8][CH2:9][CH3:10])[CH3:2], predict the reactants needed to synthesize it. The reactants are: [CH2:1]([O:3][C:4](=[O:13])[CH2:5][CH:6]([CH:11]=O)[CH2:7][CH2:8][CH2:9][CH3:10])[CH3:2].Cl.[CH2:15]([O:22][NH2:23])[C:16]1[CH:21]=[CH:20][CH:19]=[CH:18][CH:17]=1.N1C=CC=CC=1. (5) Given the product [CH2:9]([O:11][C:12](=[O:15])[CH2:13][NH:14][C:19](=[O:20])[CH2:18][O:17][CH3:16])[CH3:10], predict the reactants needed to synthesize it. The reactants are: C(N(CC)CC)C.Cl.[CH2:9]([O:11][C:12](=[O:15])[CH2:13][NH2:14])[CH3:10].[CH3:16][O:17][CH2:18][C:19](Cl)=[O:20]. (6) Given the product [Br:1][C:2]1[CH:7]=[CH:6][C:5]([CH2:8][C:9]([NH:23][C:20]2[CH:19]=[C:18]([C:15]([CH3:17])([CH3:16])[C:14]([F:24])([F:13])[F:25])[O:22][N:21]=2)=[O:11])=[C:4]([F:12])[CH:3]=1, predict the reactants needed to synthesize it. The reactants are: [Br:1][C:2]1[CH:7]=[CH:6][C:5]([CH2:8][C:9]([OH:11])=O)=[C:4]([F:12])[CH:3]=1.[F:13][C:14]([F:25])([F:24])[C:15]([C:18]1[O:22][N:21]=[C:20]([NH2:23])[CH:19]=1)([CH3:17])[CH3:16].CN(C(ON1N=NC2C=CC=NC1=2)=[N+](C)C)C.F[P-](F)(F)(F)(F)F.CCN(CC)CC. (7) The reactants are: [Cl:1][C:2]1[CH:3]=[CH:4][C:5]([N:33](C)[C:34](=O)C(F)(F)F)=[C:6]([CH:32]=1)[C:7]([N:9]([CH2:22][C:23]1[CH:28]=[CH:27][C:26]([CH:29]2[CH2:31][CH2:30]2)=[CH:25][CH:24]=1)[CH2:10][CH2:11][C:12]1[CH:17]=[CH:16][CH:15]=[C:14]([C:18]([F:21])([F:20])[F:19])[CH:13]=1)=[O:8].[OH-].[Na+]. Given the product [Cl:1][C:2]1[CH:3]=[CH:4][C:5]([NH:33][CH3:34])=[C:6]([CH:32]=1)[C:7]([N:9]([CH2:22][C:23]1[CH:24]=[CH:25][C:26]([CH:29]2[CH2:31][CH2:30]2)=[CH:27][CH:28]=1)[CH2:10][CH2:11][C:12]1[CH:17]=[CH:16][CH:15]=[C:14]([C:18]([F:20])([F:21])[F:19])[CH:13]=1)=[O:8], predict the reactants needed to synthesize it. (8) The reactants are: C(OC([N:8]1[CH2:13][CH2:12][CH:11]([O:14][C:15]2[CH:16]=[C:17]3[C:21](=[CH:22][CH:23]=2)[N:20]([CH:24]([CH3:26])[CH3:25])[C:19]([C:27]([N:29]2[CH2:34][CH2:33][S:32](=[O:36])(=[O:35])[CH2:31][CH2:30]2)=[O:28])=[CH:18]3)[CH2:10][CH2:9]1)=O)(C)(C)C.FC(F)(F)C(O)=O. Given the product [O:36]=[S:32]1(=[O:35])[CH2:33][CH2:34][N:29]([C:27]([C:19]2[N:20]([CH:24]([CH3:25])[CH3:26])[C:21]3[C:17]([CH:18]=2)=[CH:16][C:15]([O:14][CH:11]2[CH2:12][CH2:13][NH:8][CH2:9][CH2:10]2)=[CH:23][CH:22]=3)=[O:28])[CH2:30][CH2:31]1, predict the reactants needed to synthesize it. (9) Given the product [NH2:1][C:2]1[C:7]2=[C:8]([C:16]3[CH:17]=[CH:18][C:19]([N+:22]([O-:24])=[O:23])=[CH:20][CH:21]=3)[C:9]([C:11]([OH:13])=[O:12])=[CH:10][N:6]2[N:5]=[CH:4][N:3]=1, predict the reactants needed to synthesize it. The reactants are: [NH2:1][C:2]1[C:7]2=[C:8]([C:16]3[CH:21]=[CH:20][C:19]([N+:22]([O-:24])=[O:23])=[CH:18][CH:17]=3)[C:9]([C:11]([O:13]CC)=[O:12])=[CH:10][N:6]2[N:5]=[CH:4][N:3]=1.[OH-].[Na+].Cl.